From a dataset of Forward reaction prediction with 1.9M reactions from USPTO patents (1976-2016). Predict the product of the given reaction. (1) Given the reactants [CH3:1][CH:2]1[CH2:7][CH2:6][N:5]([C:8]([O:10][C:11]2[C:19]3[C:14](=[CH:15][C:16]([N+:20]([O-])=O)=[CH:17][CH:18]=3)[NH:13][N:12]=2)=[O:9])[CH2:4][CH2:3]1, predict the reaction product. The product is: [CH3:1][CH:2]1[CH2:7][CH2:6][N:5]([C:8]([O:10][C:11]2[C:19]3[C:14](=[CH:15][C:16]([NH2:20])=[CH:17][CH:18]=3)[NH:13][N:12]=2)=[O:9])[CH2:4][CH2:3]1. (2) Given the reactants C(N(CC)CC)C.C(O)=O.[F:11][C:12]([F:29])([F:28])[C:13]([NH:15][C@H:16]1[C:25]2[C:20](=[CH:21][CH:22]=[C:23]([F:26])[CH:24]=2)[C:19](=[O:27])[CH2:18][CH2:17]1)=[O:14], predict the reaction product. The product is: [F:29][C:12]([F:11])([F:28])[C:13]([NH:15][C@H:16]1[C:25]2[C:20](=[CH:21][CH:22]=[C:23]([F:26])[CH:24]=2)[C@H:19]([OH:27])[CH2:18][CH2:17]1)=[O:14]. (3) The product is: [CH3:40][O:39][C:36]1[CH:35]=[CH:34][C:33]([O:32][C:30]([N:7]([CH2:8][C:9]2[CH:14]=[CH:13][C:12]([O:15][CH2:16][CH2:17][C:18]3[N:19]=[C:20]([C:24]4[CH:29]=[CH:28][CH:27]=[CH:26][CH:25]=4)[O:21][C:22]=3[CH3:23])=[CH:11][CH:10]=2)[CH2:6][C:5]([OH:41])=[O:4])=[O:31])=[CH:38][CH:37]=1. Given the reactants [OH-].[Na+].C[O:4][C:5](=[O:41])[CH2:6][N:7]([C:30]([O:32][C:33]1[CH:38]=[CH:37][C:36]([O:39][CH3:40])=[CH:35][CH:34]=1)=[O:31])[CH2:8][C:9]1[CH:14]=[CH:13][C:12]([O:15][CH2:16][CH2:17][C:18]2[N:19]=[C:20]([C:24]3[CH:29]=[CH:28][CH:27]=[CH:26][CH:25]=3)[O:21][C:22]=2[CH3:23])=[CH:11][CH:10]=1.P(=O)(O)(O)O, predict the reaction product. (4) Given the reactants C[N:2](C)/[CH:3]=[CH:4]/[C:5]([C:7]1[C:12](=[O:13])[CH:11]=[CH:10][N:9]([C:14]2[CH:19]=[CH:18][C:17]([S:20]([CH3:23])(=[O:22])=[O:21])=[CH:16][CH:15]=2)[N:8]=1)=O.[F:25][C:26]1[CH:27]=[C:28]([NH:32]N)[CH:29]=[CH:30][CH:31]=1, predict the reaction product. The product is: [F:25][C:26]1[CH:27]=[C:28]([N:32]2[C:5]([C:7]3[C:12](=[O:13])[CH:11]=[CH:10][N:9]([C:14]4[CH:19]=[CH:18][C:17]([S:20]([CH3:23])(=[O:22])=[O:21])=[CH:16][CH:15]=4)[N:8]=3)=[CH:4][CH:3]=[N:2]2)[CH:29]=[CH:30][CH:31]=1. (5) Given the reactants [C:1]([O:5][C:6]([N:8]1[C:16]2[C:11](=[C:12]([CH2:18]O)[CH:13]=[C:14]([Br:17])[CH:15]=2)[CH:10]=[C:9]1[O:20][C:21]([O:23][C:24]([CH3:27])([CH3:26])[CH3:25])=[O:22])=[O:7])([CH3:4])([CH3:3])[CH3:2].[CH2:28]([O:30][C:31](=[O:47])[CH2:32][CH:33]([N:37]1[C:41]2[CH:42]=[CH:43][CH:44]=[CH:45][C:40]=2[NH:39][C:38]1=[O:46])[CH2:34][CH2:35][CH3:36])C.C1(P(C2C=CC=CC=2)C2C=CC=CC=2)C=CC=CC=1.N(C(OC(C)C)=O)=NC(OC(C)C)=O, predict the reaction product. The product is: [C:1]([O:5][C:6]([N:8]1[C:16]2[C:11](=[C:12]([CH2:18][N:39]3[C:40]4[CH:45]=[CH:44][CH:43]=[CH:42][C:41]=4[N:37]([CH:33]([CH2:32][C:31]([O:30][CH3:28])=[O:47])[CH2:34][CH2:35][CH3:36])[C:38]3=[O:46])[CH:13]=[C:14]([Br:17])[CH:15]=2)[CH:10]=[C:9]1[O:20][C:21]([O:23][C:24]([CH3:27])([CH3:26])[CH3:25])=[O:22])=[O:7])([CH3:3])([CH3:4])[CH3:2]. (6) Given the reactants [OH:1][CH2:2][CH2:3][N:4]([CH2:17][C:18]([F:21])([F:20])[F:19])[C:5]1[CH:12]=[CH:11][C:8]([C:9]#[N:10])=[C:7]([C:13]([F:16])([F:15])[F:14])[CH:6]=1.O[C:23]1[CH:24]=[C:25]2[C:29](=[CH:30][CH:31]=1)[NH:28][CH:27]=[CH:26]2, predict the reaction product. The product is: [NH:28]1[C:29]2[C:25](=[CH:24][C:23]([O:1][CH2:2][CH2:3][N:4]([CH2:17][C:18]([F:19])([F:20])[F:21])[C:5]3[CH:12]=[CH:11][C:8]([C:9]#[N:10])=[C:7]([C:13]([F:15])([F:16])[F:14])[CH:6]=3)=[CH:31][CH:30]=2)[CH:26]=[CH:27]1.